Dataset: NCI-60 drug combinations with 297,098 pairs across 59 cell lines. Task: Regression. Given two drug SMILES strings and cell line genomic features, predict the synergy score measuring deviation from expected non-interaction effect. Drug 1: CN1C2=C(C=C(C=C2)N(CCCl)CCCl)N=C1CCCC(=O)O.Cl. Drug 2: C1CNP(=O)(OC1)N(CCCl)CCCl. Cell line: TK-10. Synergy scores: CSS=2.29, Synergy_ZIP=-0.649, Synergy_Bliss=0.0559, Synergy_Loewe=0.394, Synergy_HSA=0.0967.